Predict the product of the given reaction. From a dataset of Forward reaction prediction with 1.9M reactions from USPTO patents (1976-2016). (1) Given the reactants [F:1][C:2]1[C:10]([O:11][CH3:12])=[CH:9][CH:8]=[CH:7][C:3]=1C(O)=O.C(N(CC)CC)C.C1(P(N=[N+]=[N-])(C2C=CC=CC=2)=O)C=CC=CC=1.[NH2:37][CH2:38][C:39]([NH2:42])([CH3:41])[CH3:40].[NH2:43][C:44](N)=[O:45], predict the reaction product. The product is: [NH2:42][C:39]([CH3:41])([CH3:40])[CH2:38][NH:37][C:44]([NH:43][C:3]1[CH:7]=[CH:8][CH:9]=[C:10]([O:11][CH3:12])[C:2]=1[F:1])=[O:45]. (2) Given the reactants [C:1]([O:5][C:6]([N:8]1[CH2:12][CH2:11][CH2:10][C@@H:9]1[CH2:13][O:14][C:15]1[CH:20]=[CH:19][C:18]([OH:21])=[CH:17][CH:16]=1)=[O:7])([CH3:4])([CH3:3])[CH3:2].[Cl:22][C:23]1[CH:30]=[C:29]([Cl:31])[CH:28]=[CH:27][C:24]=1[CH2:25]Cl.C([O-])([O-])=O.[Cs+].[Cs+], predict the reaction product. The product is: [C:1]([O:5][C:6]([N:8]1[CH2:12][CH2:11][CH2:10][C@@H:9]1[CH2:13][O:14][C:15]1[CH:20]=[CH:19][C:18]([O:21][CH2:25][C:24]2[CH:27]=[CH:28][C:29]([Cl:31])=[CH:30][C:23]=2[Cl:22])=[CH:17][CH:16]=1)=[O:7])([CH3:4])([CH3:2])[CH3:3]. (3) Given the reactants [CH3:1][C:2]1[CH:3]=[C:4]([CH:16]=[C:17]([CH:19]=[C:20]2[CH2:25][CH2:24][NH:23][CH2:22][CH2:21]2)[CH:18]=1)[O:5][C:6]1[CH:11]=[CH:10][C:9]([C:12]([F:15])([F:14])[F:13])=[CH:8][N:7]=1.[N:26]1[CH:31]=[CH:30][CH:29]=[C:28]([NH:32][C:33](=O)[O:34]C2C=CC=CC=2)[CH:27]=1.C(N(CC)CC)C, predict the reaction product. The product is: [CH3:1][C:2]1[CH:18]=[C:17]([CH:16]=[C:4]([O:5][C:6]2[CH:11]=[CH:10][C:9]([C:12]([F:14])([F:15])[F:13])=[CH:8][N:7]=2)[CH:3]=1)[CH:19]=[C:20]1[CH2:25][CH2:24][N:23]([C:33]([NH:32][C:28]2[CH:27]=[N:26][CH:31]=[CH:30][CH:29]=2)=[O:34])[CH2:22][CH2:21]1. (4) Given the reactants C1(B2[O:12][CH2:11][C:10]3[CH:13]=[CH:14][C:15]([S:17][C:18]([F:21])([F:20])[F:19])=[CH:16][C:9]=3[O:8]2)C=CC=CC=1.OO.OCC1C(SC(F)(F)F)=CC=CC=1O, predict the reaction product. The product is: [OH:12][CH2:11][C:10]1[CH:13]=[CH:14][C:15]([S:17][C:18]([F:19])([F:20])[F:21])=[CH:16][C:9]=1[OH:8]. (5) The product is: [Cl:21][C:18]1[CH:17]=[CH:16][C:15]([C:7]2[S:6][C:5]3[C:3](=[O:4])[N:12]([CH2:14][C:35]4[CH:34]=[CH:31][CH:30]=[C:29]([N:26]5[CH2:27][CH2:28][N:23]([CH3:22])[CH2:24][CH2:25]5)[CH:36]=4)[CH:11]=[N:10][C:9]=3[CH:8]=2)=[CH:20][CH:19]=1. Given the reactants CO[C:3]([C:5]1[S:6][C:7]([C:15]2[CH:20]=[CH:19][C:18]([Cl:21])=[CH:17][CH:16]=2)=[CH:8][C:9]=1[N:10]=[CH:11][N:12]([CH3:14])C)=[O:4].[CH3:22][N:23]1[CH2:28][CH2:27][N:26]([C:29]2[CH:30]=[C:31]([CH:34]=[CH:35][CH:36]=2)CN)[CH2:25][CH2:24]1.C1(O)C=CC=CC=1, predict the reaction product. (6) Given the reactants [F:1][C:2]1[CH:9]=[CH:8][CH:7]=[C:6]([NH:10][CH3:11])[C:3]=1[C:4]#[N:5].[Li+].C[Si]([N-][Si](C)(C)C)(C)C.[CH3:22][S:23](Cl)(=[O:25])=[O:24], predict the reaction product. The product is: [C:4]([C:3]1[C:2]([F:1])=[CH:9][CH:8]=[CH:7][C:6]=1[N:10]([CH3:11])[S:23]([CH3:22])(=[O:25])=[O:24])#[N:5]. (7) Given the reactants [C:1]([O:5][C:6]([N:8]1[CH2:20][C@@H:19]([CH3:21])[N:18]2[C:10](=[CH:11][C:12]3[C:17]2=[N:16][C:15](Br)=[CH:14][CH:13]=3)[CH2:9]1)=[O:7])([CH3:4])([CH3:3])[CH3:2].[C:23](=O)([O-])[O-].[Na+].[Na+].CB1OB(C)OB(C)O1.[OH-].[Na+], predict the reaction product. The product is: [C:1]([O:5][C:6]([N:8]1[CH2:20][C@@H:19]([CH3:21])[N:18]2[C:10](=[CH:11][C:12]3[C:17]2=[N:16][C:15]([CH3:23])=[CH:14][CH:13]=3)[CH2:9]1)=[O:7])([CH3:4])([CH3:3])[CH3:2]. (8) Given the reactants [CH2:1]([C:5]1(O)[CH2:11][CH2:10][CH2:9][CH2:8][CH:7]=[CH:6]1)[CH2:2][CH2:3][CH3:4].[Cr](Cl)(O)(=O)=[O:14].N1C=CC=CC=1, predict the reaction product. The product is: [CH2:1]([C:5]1=[CH:11][C:10](=[O:14])[CH2:9][CH2:8][CH2:7][CH2:6]1)[CH2:2][CH2:3][CH3:4]. (9) Given the reactants [CH3:1][S:2][C:3]1[S:7][C:6]2=[N:8][C:9]([C:11]3[O:12][C:13]4[C:14](=[C:16]([OH:20])[CH:17]=[CH:18][CH:19]=4)[N:15]=3)=[CH:10][N:5]2[N:4]=1.[C:21]([N:28]1[CH2:34][CH2:33][CH2:32][C@H:29]1[CH2:30]O)([O:23][C:24]([CH3:27])([CH3:26])[CH3:25])=[O:22].C1(P(C2C=CC=CC=2)C2C=CC=CC=2)C=CC=CC=1.CC(OC(/N=N/C(OC(C)C)=O)=O)C, predict the reaction product. The product is: [CH3:1][S:2][C:3]1[S:7][C:6]2=[N:8][C:9]([C:11]3[O:12][C:13]4[CH:19]=[CH:18][CH:17]=[C:16]([O:20][CH2:30][C@@H:29]5[CH2:32][CH2:33][CH2:34][N:28]5[C:21]([O:23][C:24]([CH3:25])([CH3:27])[CH3:26])=[O:22])[C:14]=4[N:15]=3)=[CH:10][N:5]2[N:4]=1.